From a dataset of Full USPTO retrosynthesis dataset with 1.9M reactions from patents (1976-2016). Predict the reactants needed to synthesize the given product. (1) Given the product [CH3:5][O:4][N:3]([CH3:2])[C:38]([C:22]1[C:21]([O:20][CH3:19])=[CH:26][C:25](=[O:27])[N:24]([C:28]2[CH:33]=[CH:32][CH:31]=[C:30]([C:34]([F:36])([F:35])[F:37])[CH:29]=2)[N:23]=1)=[O:39], predict the reactants needed to synthesize it. The reactants are: Cl.[CH3:2][NH:3][O:4][CH3:5].CCN(C(C)C)C(C)C.C[Al](C)C.[CH3:19][O:20][C:21]1[C:22]([C:38](OC)=[O:39])=[N:23][N:24]([C:28]2[CH:33]=[CH:32][CH:31]=[C:30]([C:34]([F:37])([F:36])[F:35])[CH:29]=2)[C:25](=[O:27])[CH:26]=1. (2) Given the product [OH:28][CH2:27][CH:26]([NH:25][C:22]([C:7]1[CH:6]=[C:5]2[C:10]([S:11](=[O:20])(=[O:21])[NH:12][C:13]3[C:4]2=[CH:3][C:2]([Cl:1])=[C:19]2[C:14]=3[N:15]=[CH:16][CH:17]=[CH:18]2)=[CH:9][CH:8]=1)=[O:23])[CH2:29][OH:30], predict the reactants needed to synthesize it. The reactants are: [Cl:1][C:2]1[CH:3]=[C:4]2[C:13](=[C:14]3[C:19]=1[CH:18]=[CH:17][CH:16]=[N:15]3)[NH:12][S:11](=[O:21])(=[O:20])[C:10]1[C:5]2=[CH:6][C:7]([C:22](O)=[O:23])=[CH:8][CH:9]=1.[NH2:25][CH:26]([CH2:29][OH:30])[CH2:27][OH:28].CCN=C=NCCCN(C)C.Cl.C1C=CC2N(O)N=NC=2C=1. (3) Given the product [N:20]1([C:25]2[CH:33]=[CH:32][CH:31]=[CH:30][C:26]=2[C:27]([N:3]2[CH2:4][C@H:5]3[C@H:1]([CH2:6]3)[C@H:2]2[CH2:7][NH:8][C:9]([C:11]2[N:18]3[C:14]([S:15][CH:16]=[CH:17]3)=[N:13][C:12]=2[CH3:19])=[O:10])=[O:28])[CH:24]=[CH:23][CH:22]=[N:21]1, predict the reactants needed to synthesize it. The reactants are: [C@H:1]12[CH2:6][C@H:5]1[CH2:4][NH:3][C@@H:2]2[CH2:7][NH:8][C:9]([C:11]1[N:18]2[C:14]([S:15][CH:16]=[CH:17]2)=[N:13][C:12]=1[CH3:19])=[O:10].[N:20]1([C:25]2[CH:33]=[CH:32][CH:31]=[CH:30][C:26]=2[C:27](O)=[O:28])[CH:24]=[CH:23][CH:22]=[N:21]1. (4) Given the product [OH:29][C@H:11]1[CH2:10][C:9]([CH3:13])([CH3:12])[C@H:8]([N:14]([CH3:27])[C:15]2[CH:22]=[CH:21][C:18]([C:19]#[N:20])=[C:17]([C:23]([F:24])([F:25])[F:26])[CH:16]=2)[CH:7]=[C:6]1[N:1]1[CH:5]=[CH:4][N:3]=[CH:2]1, predict the reactants needed to synthesize it. The reactants are: [N:1]1([C:6]2[CH2:11][CH2:10][C:9]([CH3:13])([CH3:12])[C@H:8]([N:14]([CH3:27])[C:15]3[CH:22]=[CH:21][C:18]([C:19]#[N:20])=[C:17]([C:23]([F:26])([F:25])[F:24])[CH:16]=3)[CH:7]=2)[CH:5]=[CH:4][N:3]=[CH:2]1.[Se](=O)=[O:29].[N+]1([O-])C=CC=CC=1. (5) Given the product [N:1]1[CH:6]=[CH:5][CH:4]=[CH:3][C:2]=1[C:7]1[N:11]=[C:10]([C:12]2[CH:13]=[C:14]([C:19]#[N:20])[CH:15]=[C:16]([CH2:18][Br:21])[CH:17]=2)[O:9][N:8]=1, predict the reactants needed to synthesize it. The reactants are: [N:1]1[CH:6]=[CH:5][CH:4]=[CH:3][C:2]=1[C:7]1[N:11]=[C:10]([C:12]2[CH:17]=[C:16]([CH3:18])[CH:15]=[C:14]([C:19]#[N:20])[CH:13]=2)[O:9][N:8]=1.[Br:21]N1C(=O)CCC1=O. (6) The reactants are: Br[C:2]1[CH:3]=[CH:4][C:5]2[C:18]3[N:17]=[C:16]([C:19]4[C:24]([F:25])=[CH:23][CH:22]=[CH:21][C:20]=4[Cl:26])[NH:15][C:14]=3[C:13]3[C:8](=[CH:9][C:10]([C:27]([OH:36])([C:32]([F:35])([F:34])[F:33])[C:28]([F:31])([F:30])[F:29])=[CH:11][CH:12]=3)[C:6]=2[CH:7]=1.O1CCCOB1[C:43]1[CH:44]=[N:45][CH:46]=[CH:47][CH:48]=1.C1(P(C2C=CC=CC=2)C2C=CC=CC=2)C=CC=CC=1.C(=O)([O-])[O-].[Na+].[Na+]. Given the product [Cl:26][C:20]1[CH:21]=[CH:22][CH:23]=[C:24]([F:25])[C:19]=1[C:16]1[NH:15][C:14]2[C:13]3[C:8]([C:6]4[CH:7]=[C:2]([C:43]5[CH:44]=[N:45][CH:46]=[CH:47][CH:48]=5)[CH:3]=[CH:4][C:5]=4[C:18]=2[N:17]=1)=[CH:9][C:10]([C:27]([OH:36])([C:28]([F:29])([F:31])[F:30])[C:32]([F:33])([F:35])[F:34])=[CH:11][CH:12]=3, predict the reactants needed to synthesize it. (7) Given the product [CH3:12][O:13][C:14]1[C:20]([F:21])=[CH:19][CH:18]=[CH:17][C:15]=1[NH:16][C:2]1[CH:7]=[CH:6][CH:5]=[CH:4][C:3]=1[CH2:8][C:9]([OH:11])=[O:10], predict the reactants needed to synthesize it. The reactants are: Br[C:2]1[CH:7]=[CH:6][CH:5]=[CH:4][C:3]=1[CH2:8][C:9]([OH:11])=[O:10].[CH3:12][O:13][C:14]1[C:20]([F:21])=[CH:19][CH:18]=[CH:17][C:15]=1[NH2:16]. (8) The reactants are: [Br:1][C:2]1[CH:3]=[C:4]2[C:8](=[CH:9][CH:10]=1)[CH:7](Cl)[CH2:6][CH2:5]2.C(=O)([O-])[O-].[Na+].[Na+].[N:18]1([C:24]([O:26][C:27]([CH3:30])([CH3:29])[CH3:28])=[O:25])[CH2:23][CH2:22][NH:21][CH2:20][CH2:19]1. Given the product [Br:1][C:2]1[CH:3]=[C:4]2[C:8](=[CH:9][CH:10]=1)[CH:7]([N:21]1[CH2:20][CH2:19][N:18]([C:24]([O:26][C:27]([CH3:30])([CH3:29])[CH3:28])=[O:25])[CH2:23][CH2:22]1)[CH2:6][CH2:5]2, predict the reactants needed to synthesize it.